From a dataset of Peptide-MHC class I binding affinity with 185,985 pairs from IEDB/IMGT. Regression. Given a peptide amino acid sequence and an MHC pseudo amino acid sequence, predict their binding affinity value. This is MHC class I binding data. (1) The peptide sequence is RYLKDQQLL. The MHC is Patr-A0901 with pseudo-sequence Patr-A0901. The binding affinity (normalized) is 0.00493. (2) The peptide sequence is RVVLQSKEL. The MHC is HLA-A68:02 with pseudo-sequence HLA-A68:02. The binding affinity (normalized) is 0.291. (3) The peptide sequence is ADNLITEML. The MHC is HLA-B40:01 with pseudo-sequence HLA-B40:01. The binding affinity (normalized) is 0.0540. (4) The peptide sequence is YAYEPGSVM. The MHC is HLA-A30:01 with pseudo-sequence HLA-A30:01. The binding affinity (normalized) is 0.0847. (5) The peptide sequence is GLNISGYNY. The MHC is HLA-A01:01 with pseudo-sequence HLA-A01:01. The binding affinity (normalized) is 0.122.